Dataset: Tox21: 12 toxicity assays (nuclear receptors and stress response pathways). Task: Binary classification across 12 toxicity assays. (1) The drug is c1coc(-c2nc3ccccc3[nH]2)c1. It tested positive (active) for: NR-AhR (Aryl hydrocarbon Receptor agonist activity), NR-ER (Estrogen Receptor agonist activity), and SR-ATAD5 (ATAD5 genotoxicity (DNA damage)). (2) The compound is CCNC(=O)N1CCN(CCCC(c2ccc(F)cc2)c2ccc(F)cc2)CC1. It tested positive (active) for: SR-ARE (Antioxidant Response Element (oxidative stress)). (3) It tested positive (active) for: NR-Aromatase (Aromatase enzyme inhibition). The molecule is Clc1ccc(C(Cn2ccnc2)OCc2csc3c(Cl)cccc23)c(Cl)c1. (4) The drug is COc1ccc(C(=O)c2ccccc2O)c(O)c1. It tested positive (active) for: NR-Aromatase (Aromatase enzyme inhibition), and SR-MMP (Mitochondrial Membrane Potential disruption).